From a dataset of Forward reaction prediction with 1.9M reactions from USPTO patents (1976-2016). Predict the product of the given reaction. (1) The product is: [CH2:26]([O:25][C:23]([NH:33][CH:34]([CH2:35][CH:36]([CH3:38])[CH3:37])[CH2:39][N:12]1[CH2:13][CH:14]([OH:15])[CH:10]([S:9][CH2:2][C:3]2[CH:4]=[CH:5][CH:6]=[CH:7][CH:8]=2)[CH2:11]1)=[O:24])[C:27]1[CH:32]=[CH:31][CH:30]=[CH:29][CH:28]=1. Given the reactants Cl.[CH2:2]([S:9][CH:10]1[CH:14]([OH:15])[CH2:13][NH:12][CH2:11]1)[C:3]1[CH:8]=[CH:7][CH:6]=[CH:5][CH:4]=1.C(N(CC)CC)C.[C:23]([NH:33][C@H:34]([CH:39]=O)[CH2:35][CH:36]([CH3:38])[CH3:37])([O:25][CH2:26][C:27]1[CH:32]=[CH:31][CH:30]=[CH:29][CH:28]=1)=[O:24].C(O[BH-](OC(=O)C)OC(=O)C)(=O)C.[Na+], predict the reaction product. (2) Given the reactants [C:1]([O:4][C:5]1[CH:6]=[C:7]2[C:12](=[CH:13][C:14]=1[O:15][CH3:16])[N:11]=[CH:10][N:9]=[C:8]2[Cl:17])(=[O:3])[CH3:2].[C:18]([C:20]1[CH:21]=[C:22]([NH2:26])[CH:23]=[CH:24][CH:25]=1)#[CH:19], predict the reaction product. The product is: [ClH:17].[C:1]([O:4][C:5]1[CH:6]=[C:7]2[C:12](=[CH:13][C:14]=1[O:15][CH3:16])[N:11]=[CH:10][N:9]=[C:8]2[NH:26][C:22]1[CH:23]=[CH:24][CH:25]=[C:20]([C:18]#[CH:19])[CH:21]=1)(=[O:3])[CH3:2]. (3) Given the reactants [CH3:1][O:2][C:3]([C:5]1[S:6][C:7]([C:11](=[O:15])[CH:12]([CH3:14])[CH3:13])=[CH:8][C:9]=1[NH2:10])=[O:4].CO[CH:18]([N:21]([CH3:23])[CH3:22])OC, predict the reaction product. The product is: [CH3:1][O:2][C:3]([C:5]1[S:6][C:7]([C:11](=[O:15])[CH:12]([CH3:13])[CH3:14])=[CH:8][C:9]=1[N:10]=[CH:18][N:21]([CH3:23])[CH3:22])=[O:4].